Task: Regression. Given a peptide amino acid sequence and an MHC pseudo amino acid sequence, predict their binding affinity value. This is MHC class I binding data.. Dataset: Peptide-MHC class I binding affinity with 185,985 pairs from IEDB/IMGT (1) The peptide sequence is AAARNFQPI. The MHC is H-2-Db with pseudo-sequence H-2-Db. The binding affinity (normalized) is 0.779. (2) The peptide sequence is SLPNAGDVI. The MHC is Mamu-A01 with pseudo-sequence Mamu-A01. The binding affinity (normalized) is 0.714. (3) The binding affinity (normalized) is 0.316. The peptide sequence is MAAAGATLY. The MHC is HLA-A03:01 with pseudo-sequence HLA-A03:01. (4) The peptide sequence is LMAAILAYTI. The MHC is HLA-A02:17 with pseudo-sequence HLA-A02:17. The binding affinity (normalized) is 0.318. (5) The peptide sequence is ALAAAAAAK. The MHC is HLA-A01:01 with pseudo-sequence HLA-A01:01. The binding affinity (normalized) is 0.149. (6) The peptide sequence is TLNHVLALK. The MHC is HLA-B51:01 with pseudo-sequence HLA-B51:01. The binding affinity (normalized) is 0. (7) The peptide sequence is GPEHSVADY. The MHC is HLA-A01:01 with pseudo-sequence HLA-A01:01. The binding affinity (normalized) is 0.117. (8) The peptide sequence is VTRLENLMWK. The MHC is HLA-A11:01 with pseudo-sequence HLA-A11:01. The binding affinity (normalized) is 0.551.